The task is: Predict the reaction yield, written as a fraction of the theoretical maximum amount of product (1.0 means a 100% yield; for example, 0.34 means a 34% yield).. This data is from Reaction yield outcomes from USPTO patents with 853,638 reactions. (1) The reactants are [OH-].[Na+].[S:3]1[CH2:7][C:6](=[O:8])[NH:5][C:4]1=[O:9].[F:10][C:11]([F:25])([F:24])[C:12]1[CH:13]=[C:14]([CH:17]=[C:18]([C:20]([F:23])([F:22])[F:21])[CH:19]=1)[CH2:15]Br.C(O)C. The catalyst is O. The product is [F:10][C:11]([F:24])([F:25])[C:12]1[CH:13]=[C:14]([CH:17]=[C:18]([C:20]([F:23])([F:21])[F:22])[CH:19]=1)[CH2:15][N:5]1[C:6](=[O:8])[CH2:7][S:3][C:4]1=[O:9]. The yield is 0.725. (2) The reactants are [O:1]1[CH2:6][CH2:5][CH:4]([NH:7][C:8]2[N:13]=[C:12]([C:14]3[CH:19]=[CH:18][NH:17][C:16](=[O:20])[CH:15]=3)[CH:11]=[CH:10][N:9]=2)[CH2:3][CH2:2]1.[C:21]([O-])([O-])=O.[K+].[K+].C([Si]([O:34][C:35]1([C:38]2[CH:43]=[CH:42][C:41]([Cl:44])=[C:40]([F:45])[CH:39]=2)[CH2:37][O:36]1)(C)C)(C)(C)C. The catalyst is CN(C=O)C.O. The product is [Cl:44][C:41]1[CH:42]=[CH:43][C:38]([C:35]([OH:34])([CH2:37][OH:36])[CH2:21][N:17]2[CH:18]=[CH:19][C:14]([C:12]3[CH:11]=[CH:10][N:9]=[C:8]([NH:7][CH:4]4[CH2:5][CH2:6][O:1][CH2:2][CH2:3]4)[N:13]=3)=[CH:15][C:16]2=[O:20])=[CH:39][C:40]=1[F:45]. The yield is 0.300. (3) The reactants are [CH3:1][O:2][CH2:3][CH2:4][O:5][C:6]1[CH:11]=[CH:10][CH:9]=[CH:8][C:7]=1[C:12]1[N:17]=[C:16]([CH3:18])[NH:15][C:14](=O)[CH:13]=1.N.O=P(Cl)(Cl)[Cl:23]. No catalyst specified. The product is [Cl:23][C:14]1[CH:13]=[C:12]([C:7]2[CH:8]=[CH:9][CH:10]=[CH:11][C:6]=2[O:5][CH2:4][CH2:3][O:2][CH3:1])[N:17]=[C:16]([CH3:18])[N:15]=1. The yield is 0.870. (4) The reactants are [F:1][C:2]1[CH:10]=[C:9]2[C:5]([C:6]([C:20]3[CH:21]=[N:22][NH:23][CH:24]=3)=[CH:7][N:8]2[S:11]([C:14]2[CH:19]=[CH:18][CH:17]=[CH:16][CH:15]=2)(=[O:13])=[O:12])=[CH:4][CH:3]=1.Cl.Cl[CH2:27][CH2:28][N:29]1[CH2:34][CH2:33][O:32][CH2:31][CH2:30]1. No catalyst specified. The product is [F:1][C:2]1[CH:10]=[C:9]2[C:5]([C:6]([C:20]3[CH:24]=[N:23][N:22]([CH2:27][CH2:28][N:29]4[CH2:34][CH2:33][O:32][CH2:31][CH2:30]4)[CH:21]=3)=[CH:7][N:8]2[S:11]([C:14]2[CH:15]=[CH:16][CH:17]=[CH:18][CH:19]=2)(=[O:12])=[O:13])=[CH:4][CH:3]=1. The yield is 0.700.